From a dataset of Reaction yield outcomes from USPTO patents with 853,638 reactions. Predict the reaction yield, written as a fraction of the theoretical maximum amount of product (1.0 means a 100% yield; for example, 0.34 means a 34% yield). (1) The product is [F:1][C:2]1[C:7]([CH3:28])=[CH:6][CH:5]=[C:4]([F:16])[C:3]=1[C:17]1[N:22]=[C:21]([C:23]([OH:25])=[O:24])[CH:20]=[CH:19][C:18]=1[F:27]. The yield is 0.970. The catalyst is O1CCOCC1.O.C1C=CC([P]([Pd]([P](C2C=CC=CC=2)(C2C=CC=CC=2)C2C=CC=CC=2)([P](C2C=CC=CC=2)(C2C=CC=CC=2)C2C=CC=CC=2)[P](C2C=CC=CC=2)(C2C=CC=CC=2)C2C=CC=CC=2)(C2C=CC=CC=2)C2C=CC=CC=2)=CC=1. The reactants are [F:1][C:2]1[C:7](OS(C(F)(F)F)(=O)=O)=[CH:6][CH:5]=[C:4]([F:16])[C:3]=1[C:17]1[N:22]=[C:21]([C:23]([O:25]C)=[O:24])[CH:20]=[CH:19][C:18]=1[F:27].[CH3:28]B(O)O.C(=O)([O-])[O-].[K+].[K+].C(OCC)(=O)C. (2) The reactants are [F:1][C:2]([F:29])([F:28])[C:3]1[CH:4]=[C:5]([CH:21]=[C:22]([C:24]([F:27])([F:26])[F:25])[CH:23]=1)[CH2:6][N:7]1[CH2:14][CH2:13][CH2:12][O:11][C:10]2[N:15]=[CH:16][CH:17]=[C:18](I)[C:9]=2[C:8]1=[O:20].[CH3:30][O:31][C:32]1[CH:37]=[CH:36][CH:35]=[CH:34][C:33]=1B(O)O. No catalyst specified. The product is [F:1][C:2]([F:29])([F:28])[C:3]1[CH:4]=[C:5]([CH:21]=[C:22]([C:24]([F:27])([F:26])[F:25])[CH:23]=1)[CH2:6][N:7]1[CH2:14][CH2:13][CH2:12][O:11][C:10]2[N:15]=[CH:16][CH:17]=[C:18]([C:33]3[CH:34]=[CH:35][CH:36]=[CH:37][C:32]=3[O:31][CH3:30])[C:9]=2[C:8]1=[O:20]. The yield is 0.860. (3) The reactants are [CH3:1][C:2]1[CH:7]=[C:6]([N+:8]([O-])=O)[CH:5]=[C:4]([CH3:11])[N+:3]=1[O-].[H][H]. The catalyst is C(O)(=O)C.[Pd]. The product is [CH3:1][C:2]1[CH:7]=[C:6]([NH2:8])[CH:5]=[C:4]([CH3:11])[N:3]=1. The yield is 0.470. (4) The reactants are [I:1][C:2]1[C:3]([NH:9][CH2:10][CH2:11][CH2:12][CH2:13][S:14]([C:17]2[CH:22]=[CH:21][CH:20]=[C:19]([N+:23]([O-])=O)[CH:18]=2)(=[NH:16])=[O:15])=[N:4][C:5]([Cl:8])=[N:6][CH:7]=1.[OH-].[Na+]. The catalyst is Cl.C1COCC1. The product is [NH2:23][C:19]1[CH:18]=[C:17]([S:14]([CH2:13][CH2:12][CH2:11][CH2:10][NH:9][C:3]2[C:2]([I:1])=[CH:7][N:6]=[C:5]([Cl:8])[N:4]=2)(=[NH:16])=[O:15])[CH:22]=[CH:21][CH:20]=1. The yield is 0.580. (5) The yield is 0.580. The catalyst is C1(C)C=CC=CC=1. The reactants are [CH2:1]([O:8][C:9]([N:11]1[CH2:16][CH2:15][N:14]([S:17]([C:20]2[CH:25]=[CH:24][CH:23]=[CH:22][CH:21]=2)(=[O:19])=[O:18])[C@@H:13]([CH2:26][CH2:27][CH:28]2[CH2:32][C:31](=[CH2:33])[CH2:30][CH:29]2C(O)=O)[CH2:12]1)=[O:10])[C:2]1[CH:7]=[CH:6][CH:5]=[CH:4][CH:3]=1.C1C=CC(P([N:51]=[N+]=[N-])(C2C=CC=CC=2)=O)=CC=1.[CH3:54][Si:55]([CH3:60])([CH3:59])[CH2:56][CH2:57][OH:58].CCO[C:64](C)=[O:65]. The product is [CH2:33]=[C:31]1[CH2:32][CH:28]([CH2:27][CH2:26][C@@H:13]2[N:14]([S:17]([C:20]3[CH:21]=[CH:22][CH:23]=[CH:24][CH:25]=3)(=[O:19])=[O:18])[CH2:15][CH2:16][N:11]([C:9]([O:8][CH2:1][C:2]3[CH:7]=[CH:6][CH:5]=[CH:4][CH:3]=3)=[O:10])[CH2:12]2)[CH:29]([NH:51][C:64]([O:58][CH2:57][CH2:56][Si:55]([CH3:60])([CH3:59])[CH3:54])=[O:65])[CH2:30]1. (6) The reactants are O1[CH:5]=[CH:4][CH:3]=[CH:2]1.[C:6]12[CH2:12][C:9](=[CH:10][CH:11]=1)[C:8]1C=CC=C[C:7]2=1. No catalyst specified. The product is [CH:2]1[C:3]2[C:4](=[CH:5][C:8]3[C:9]([CH:2]=2)=[CH:10][C:11]2[C:6](=[CH:12][C:11]4[C:6]([CH:12]=2)=[CH:7][CH:8]=[CH:9][CH:10]=4)[CH:7]=3)[CH:5]=[CH:4][CH:3]=1. The yield is 0.400.